This data is from hERG potassium channel inhibition data for cardiac toxicity prediction from Karim et al.. The task is: Regression/Classification. Given a drug SMILES string, predict its toxicity properties. Task type varies by dataset: regression for continuous values (e.g., LD50, hERG inhibition percentage) or binary classification for toxic/non-toxic outcomes (e.g., AMES mutagenicity, cardiotoxicity, hepatotoxicity). Dataset: herg_karim. The molecule is CC(c1nc(-c2ccc(S(C)(=O)=O)cc2Cl)no1)[C@H](N)C(F)=C1CCCC1. The result is 0 (non-blocker).